Dataset: Full USPTO retrosynthesis dataset with 1.9M reactions from patents (1976-2016). Task: Predict the reactants needed to synthesize the given product. Given the product [F:3][C:4]1[CH:5]=[C:6]([CH:7]=[CH:8][C:9]=1[O:10][C:11]1[CH:16]=[CH:15][N:14]=[C:13]([C:17]([F:18])([F:19])[F:20])[CH:12]=1)[CH2:21][O:22][C:24]1[CH:25]=[C:26]2[N:33]([CH3:34])[C:32]([CH3:36])([CH3:35])[CH2:31][N:27]2[C:28](=[O:30])[N:29]=1, predict the reactants needed to synthesize it. The reactants are: [H-].[Na+].[F:3][C:4]1[CH:5]=[C:6]([CH2:21][OH:22])[CH:7]=[CH:8][C:9]=1[O:10][C:11]1[CH:16]=[CH:15][N:14]=[C:13]([C:17]([F:20])([F:19])[F:18])[CH:12]=1.Cl[C:24]1[CH:25]=[C:26]2[N:33]([CH3:34])[C:32]([CH3:36])([CH3:35])[CH2:31][N:27]2[C:28](=[O:30])[N:29]=1.